This data is from Experimentally validated miRNA-target interactions with 360,000+ pairs, plus equal number of negative samples. The task is: Binary Classification. Given a miRNA mature sequence and a target amino acid sequence, predict their likelihood of interaction. The miRNA is mmu-miR-291b-5p with sequence GAUCAAAGUGGAGGCCCUCUCC. The protein sequence of the target gene is MSGVRAVRISIESACEKQVHEVGLDGTETYLPPLSMSQNLARLAQRIDFSQGSGSEEEEAAGTEGDAQEWPGAGSSADQDDEEGVVKFQPSLWPWDSVRNNLRSALTEMCVLYDVLSIVRDKKFMTLDPVSQDALPPKQNPQTLQLISKKKSLAGAAQILLKGAERLTKSVTENQENKLQRDFNSELLRLRQHWKLRKVGDKILGDLSYRSAGSLFPHHGTFEVIKNTDLDLDKKIPEDYCPLDVQIPSDLEGSAYIKVSIQKQAPDIGDLGTVNLFKRPLPKSKPGSPHWQTKLEAAQN.... Result: 0 (no interaction).